This data is from Forward reaction prediction with 1.9M reactions from USPTO patents (1976-2016). The task is: Predict the product of the given reaction. The product is: [F:31][C:27]1([F:30])[CH2:28][CH2:29][N:25]([C:12]2[N:11]=[C:10]([O:4][CH2:3][C:2]([CH3:6])([CH3:5])[CH3:1])[N:18]=[C:17]3[C:13]=2[N:14]=[CH:15][N:16]3[CH:19]2[CH2:24][CH2:23][CH2:22][CH2:21][O:20]2)[CH2:26]1. Given the reactants [CH3:1][C:2]([CH3:6])([CH3:5])[CH2:3][OH:4].[H-].[Na+].Cl[C:10]1[N:18]=[C:17]2[C:13]([N:14]=[CH:15][N:16]2[CH:19]2[CH2:24][CH2:23][CH2:22][CH2:21][O:20]2)=[C:12]([N:25]2[CH2:29][CH2:28][C:27]([F:31])([F:30])[CH2:26]2)[N:11]=1, predict the reaction product.